Dataset: Buchwald-Hartwig C-N cross coupling reaction yields with 55,370 reactions. Task: Predict the reaction yield, written as a fraction of the theoretical maximum amount of product (1.0 means a 100% yield; for example, 0.34 means a 34% yield). (1) The reactants are Clc1ccccn1.Cc1ccc(N)cc1.O=S(=O)(O[Pd]1c2ccccc2-c2ccccc2N~1)C(F)(F)F.CC(C)c1cc(C(C)C)c(-c2ccccc2P(C2CCCCC2)C2CCCCC2)c(C(C)C)c1.CN1CCCN2CCCN=C12.COC(=O)c1cc(-c2ccco2)on1. No catalyst specified. The product is Cc1ccc(Nc2ccccn2)cc1. The yield is 0.255. (2) The reactants are Clc1ccccn1.Cc1ccc(N)cc1.O=S(=O)(O[Pd]1c2ccccc2-c2ccccc2N~1)C(F)(F)F.COc1ccc(OC)c(P([C@]23C[C@H]4C[C@H](C[C@H](C4)C2)C3)[C@]23C[C@H]4C[C@H](C[C@H](C4)C2)C3)c1-c1c(C(C)C)cc(C(C)C)cc1C(C)C.CN(C)C(=NC(C)(C)C)N(C)C.Cc1cc(-c2ccccc2)on1. No catalyst specified. The product is Cc1ccc(Nc2ccccn2)cc1. The yield is 0.339. (3) The reactants are Brc1cccnc1.Cc1ccc(N)cc1.O=S(=O)(O[Pd]1c2ccccc2-c2ccccc2N~1)C(F)(F)F.COc1ccc(OC)c(P(C(C)(C)C)C(C)(C)C)c1-c1c(C(C)C)cc(C(C)C)cc1C(C)C.CN1CCCN2CCCN=C12.c1ccc(-c2ccno2)cc1. No catalyst specified. The product is Cc1ccc(Nc2cccnc2)cc1. The yield is 0.837. (4) The reactants are Brc1cccnc1.Cc1ccc(N)cc1.O=S(=O)(O[Pd]1c2ccccc2-c2ccccc2N~1)C(F)(F)F.COc1ccc(OC)c(P(C(C)(C)C)C(C)(C)C)c1-c1c(C(C)C)cc(C(C)C)cc1C(C)C.CN(C)C(=NC(C)(C)C)N(C)C.Cc1cc(-n2cccc2)no1. No catalyst specified. The product is Cc1ccc(Nc2cccnc2)cc1. The yield is 0.565. (5) The reactants are Ic1ccccn1.Cc1ccc(N)cc1.O=S(=O)(O[Pd]1c2ccccc2-c2ccccc2N~1)C(F)(F)F.CC(C)c1cc(C(C)C)c(-c2ccccc2P(C(C)(C)C)C(C)(C)C)c(C(C)C)c1.CCN=P(N=P(N(C)C)(N(C)C)N(C)C)(N(C)C)N(C)C.CCOC(=O)c1cc(OC)no1. No catalyst specified. The product is Cc1ccc(Nc2ccccn2)cc1. The yield is 0.740. (6) The yield is 0.556. No catalyst specified. The product is Cc1ccc(Nc2ccccn2)cc1. The reactants are Clc1ccccn1.Cc1ccc(N)cc1.O=S(=O)(O[Pd]1c2ccccc2-c2ccccc2N~1)C(F)(F)F.COc1ccc(OC)c(P(C(C)(C)C)C(C)(C)C)c1-c1c(C(C)C)cc(C(C)C)cc1C(C)C.CN(C)C(=NC(C)(C)C)N(C)C.CCOC(=O)c1cc(OC)no1. (7) The reactants are COc1ccc(Br)cc1.Cc1ccc(N)cc1.O=S(=O)(O[Pd]1c2ccccc2-c2ccccc2N~1)C(F)(F)F.COc1ccc(OC)c(P(C(C)(C)C)C(C)(C)C)c1-c1c(C(C)C)cc(C(C)C)cc1C(C)C.CN1CCCN2CCCN=C12.c1ccc(-c2ccon2)cc1. No catalyst specified. The product is COc1ccc(Nc2ccc(C)cc2)cc1. The yield is 0.348. (8) The product is Cc1ccc(Nc2ccc(C(F)(F)F)cc2)cc1. No catalyst specified. The yield is 0. The reactants are FC(F)(F)c1ccc(Cl)cc1.Cc1ccc(N)cc1.O=S(=O)(O[Pd]1c2ccccc2-c2ccccc2N~1)C(F)(F)F.COc1ccc(OC)c(P([C@]23C[C@H]4C[C@H](C[C@H](C4)C2)C3)[C@]23C[C@H]4C[C@H](C[C@H](C4)C2)C3)c1-c1c(C(C)C)cc(C(C)C)cc1C(C)C.CCN=P(N=P(N(C)C)(N(C)C)N(C)C)(N(C)C)N(C)C.CCOC(=O)c1ccon1. (9) The reactants are Brc1ccccn1.Cc1ccc(N)cc1.O=S(=O)(O[Pd]1c2ccccc2-c2ccccc2N~1)C(F)(F)F.CC(C)c1cc(C(C)C)c(-c2ccccc2P(C(C)(C)C)C(C)(C)C)c(C(C)C)c1.CN1CCCN2CCCN=C12.COC(=O)c1cc(-c2ccco2)on1. No catalyst specified. The product is Cc1ccc(Nc2ccccn2)cc1. The yield is 0.834.